From a dataset of Full USPTO retrosynthesis dataset with 1.9M reactions from patents (1976-2016). Predict the reactants needed to synthesize the given product. Given the product [CH3:1][O:2][CH:3]([O:12][CH3:13])[C:4]1[C:6]2[CH2:10][CH2:9][CH2:8][C:7]=2[NH:16][N:15]=1, predict the reactants needed to synthesize it. The reactants are: [CH3:1][O:2][CH:3]([O:12][CH3:13])[C:4]([CH:6]1[CH2:10][CH2:9][CH2:8][C:7]1=O)=O.O.[NH2:15][NH2:16].